This data is from Forward reaction prediction with 1.9M reactions from USPTO patents (1976-2016). The task is: Predict the product of the given reaction. (1) Given the reactants Br[C:2]1[C:6]2[N:7]=[C:8]([Cl:11])[N:9]=[CH:10][C:5]=2[S:4][CH:3]=1.C(=O)([O-])[O-].[Na+].[Na+].[NH2:18][C:19]1[CH:20]=[C:21](B(O)O)[CH:22]=[CH:23][CH:24]=1.CC(C1C=C(C(C)C)C(C2C(P(C(C)(C)C)C(C)(C)C)=CC=CC=2)=C(C(C)C)C=1)C, predict the reaction product. The product is: [Cl:11][C:8]1[N:9]=[CH:10][C:5]2[S:4][CH:3]=[C:2]([C:23]3[CH:24]=[C:19]([NH2:18])[CH:20]=[CH:21][CH:22]=3)[C:6]=2[N:7]=1. (2) Given the reactants C([O:3][C:4](=O)[CH:5]=[C:6]([O:18][C:19]1[CH:24]=[CH:23][CH:22]=[CH:21][C:20]=1[Cl:25])[CH2:7][NH:8][CH:9]([C:14]([O:16][CH3:17])=[O:15])[CH2:10][CH:11]([F:13])[F:12])C, predict the reaction product. The product is: [CH3:17][O:16][C:14](=[O:15])[CH:9]([N:8]1[CH2:7][C:6]([O:18][C:19]2[CH:24]=[CH:23][CH:22]=[CH:21][C:20]=2[Cl:25])=[CH:5][C:4]1=[O:3])[CH2:10][CH:11]([F:13])[F:12]. (3) Given the reactants [CH3:1][S:2](Cl)(=[O:4])=[O:3].[OH:6][CH2:7][C:8]1[CH:25]=[CH:24][C:11]2[CH2:12][CH2:13][N:14]([C:17]([O:19][C:20]([CH3:23])([CH3:22])[CH3:21])=[O:18])[CH2:15][CH2:16][C:10]=2[CH:9]=1.C(N(CC)CC)C, predict the reaction product. The product is: [CH3:1][S:2]([O:6][CH2:7][C:8]1[CH:25]=[CH:24][C:11]2[CH2:12][CH2:13][N:14]([C:17]([O:19][C:20]([CH3:21])([CH3:22])[CH3:23])=[O:18])[CH2:15][CH2:16][C:10]=2[CH:9]=1)(=[O:4])=[O:3]. (4) Given the reactants [CH3:1][C:2]1[CH:3]=[CH:4][CH:5]=[C:6]2[C:10]=1[NH:9][CH:8]=[CH:7]2.I[C:12]1[CH:17]=[CH:16][CH:15]=[CH:14][CH:13]=1, predict the reaction product. The product is: [CH3:1][C:2]1[CH:3]=[CH:4][CH:5]=[C:6]2[C:10]=1[N:9]([C:12]1[CH:17]=[CH:16][CH:15]=[CH:14][CH:13]=1)[CH:8]=[CH:7]2.